This data is from NCI-60 drug combinations with 297,098 pairs across 59 cell lines. The task is: Regression. Given two drug SMILES strings and cell line genomic features, predict the synergy score measuring deviation from expected non-interaction effect. Drug 1: CNC(=O)C1=CC=CC=C1SC2=CC3=C(C=C2)C(=NN3)C=CC4=CC=CC=N4. Drug 2: CN1C(=O)N2C=NC(=C2N=N1)C(=O)N. Cell line: A498. Synergy scores: CSS=0.834, Synergy_ZIP=-1.17, Synergy_Bliss=0.137, Synergy_Loewe=-9.71, Synergy_HSA=-2.15.